Task: Regression. Given two drug SMILES strings and cell line genomic features, predict the synergy score measuring deviation from expected non-interaction effect.. Dataset: NCI-60 drug combinations with 297,098 pairs across 59 cell lines (1) Drug 1: C1=CC(=C2C(=C1NCCNCCO)C(=O)C3=C(C=CC(=C3C2=O)O)O)NCCNCCO. Drug 2: CN(CCCl)CCCl.Cl. Cell line: SF-539. Synergy scores: CSS=49.8, Synergy_ZIP=4.00, Synergy_Bliss=5.52, Synergy_Loewe=-5.69, Synergy_HSA=7.88. (2) Drug 1: CN(C)N=NC1=C(NC=N1)C(=O)N. Drug 2: C1=CC=C(C(=C1)C(C2=CC=C(C=C2)Cl)C(Cl)Cl)Cl. Cell line: SF-295. Synergy scores: CSS=3.93, Synergy_ZIP=-1.32, Synergy_Bliss=-1.74, Synergy_Loewe=-3.38, Synergy_HSA=-2.67. (3) Drug 1: C1CN1P(=S)(N2CC2)N3CC3. Drug 2: COC1=NC(=NC2=C1N=CN2C3C(C(C(O3)CO)O)O)N. Cell line: EKVX. Synergy scores: CSS=2.45, Synergy_ZIP=-1.69, Synergy_Bliss=-2.13, Synergy_Loewe=-4.58, Synergy_HSA=-3.58. (4) Drug 1: CC1=C2C(C(=O)C3(C(CC4C(C3C(C(C2(C)C)(CC1OC(=O)C(C(C5=CC=CC=C5)NC(=O)OC(C)(C)C)O)O)OC(=O)C6=CC=CC=C6)(CO4)OC(=O)C)O)C)O. Drug 2: C1CN(CCN1C(=O)CCBr)C(=O)CCBr. Cell line: MDA-MB-435. Synergy scores: CSS=27.4, Synergy_ZIP=-5.24, Synergy_Bliss=-10.8, Synergy_Loewe=-79.9, Synergy_HSA=-10.1. (5) Drug 1: C(=O)(N)NO. Drug 2: CC1=C(C=C(C=C1)C(=O)NC2=CC(=CC(=C2)C(F)(F)F)N3C=C(N=C3)C)NC4=NC=CC(=N4)C5=CN=CC=C5. Cell line: EKVX. Synergy scores: CSS=5.58, Synergy_ZIP=0.0123, Synergy_Bliss=1.04, Synergy_Loewe=-2.80, Synergy_HSA=-0.533. (6) Drug 1: CC1CCC2CC(C(=CC=CC=CC(CC(C(=O)C(C(C(=CC(C(=O)CC(OC(=O)C3CCCCN3C(=O)C(=O)C1(O2)O)C(C)CC4CCC(C(C4)OC)O)C)C)O)OC)C)C)C)OC. Drug 2: C1=CC=C(C(=C1)C(C2=CC=C(C=C2)Cl)C(Cl)Cl)Cl. Cell line: HT29. Synergy scores: CSS=-0.614, Synergy_ZIP=-0.927, Synergy_Bliss=-6.35, Synergy_Loewe=-6.68, Synergy_HSA=-8.79.